From a dataset of Reaction yield outcomes from USPTO patents with 853,638 reactions. Predict the reaction yield, written as a fraction of the theoretical maximum amount of product (1.0 means a 100% yield; for example, 0.34 means a 34% yield). (1) The reactants are C(=O)([O-])[O-].[K+].[K+].[CH:7]([N:10]=[C:11]=[O:12])([CH3:9])[CH3:8].[Cl:13][C:14]1[C:15]([O:24][C:25]2[CH:29]=[C:28]([CH3:30])[NH:27][N:26]=2)=[N:16][CH:17]=[C:18]([C:20]([F:23])([F:22])[F:21])[CH:19]=1.Cl. The catalyst is C(OCC)(=O)C. The product is [CH:7]([NH:10][C:11]([N:27]1[C:28]([CH3:30])=[CH:29][C:25]([O:24][C:15]2[C:14]([Cl:13])=[CH:19][C:18]([C:20]([F:23])([F:22])[F:21])=[CH:17][N:16]=2)=[N:26]1)=[O:12])([CH3:9])[CH3:8]. The yield is 0.697. (2) The catalyst is CO.C(Cl)Cl. The reactants are [CH:1]1([C:4]#[C:5][C:6]2[O:10][N:9]=[C:8]([CH2:11][CH2:12][C@@:13]([CH3:28])([S:24]([CH3:27])(=[O:26])=[O:25])[C:14]([NH:16][O:17]C3CCCCO3)=[O:15])[CH:7]=2)[CH2:3][CH2:2]1.Cl. The yield is 0.810. The product is [CH:1]1([C:4]#[C:5][C:6]2[O:10][N:9]=[C:8]([CH2:11][CH2:12][C@@:13]([CH3:28])([S:24]([CH3:27])(=[O:25])=[O:26])[C:14]([NH:16][OH:17])=[O:15])[CH:7]=2)[CH2:2][CH2:3]1. (3) The reactants are Cl[C:2]1[CH:7]=[C:6]([Cl:8])[CH:5]=[C:4]([C:9]2[CH:14]=[CH:13][C:12]([O:15][CH:16]([CH3:18])[CH3:17])=[CH:11][CH:10]=2)[N:3]=1.CN1CC(=O)OB([C:29]2[CH:30]=[N:31][CH:32]=[CH:33][CH:34]=2)OC(=O)C1.[O-]P([O-])([O-])=O.[K+].[K+].[K+]. The catalyst is C1C=CC(P(C2C=CC=CC=2)[C-]2C=CC=C2)=CC=1.C1C=CC(P(C2C=CC=CC=2)[C-]2C=CC=C2)=CC=1.Cl[Pd]Cl.[Fe+2]. The product is [Cl:8][C:6]1[CH:5]=[C:4]([C:9]2[CH:14]=[CH:13][C:12]([O:15][CH:16]([CH3:18])[CH3:17])=[CH:11][CH:10]=2)[N:3]=[C:2]([C:34]2[CH:33]=[CH:32][N:31]=[CH:30][CH:29]=2)[CH:7]=1. The yield is 0.650. (4) The catalyst is CN(C=O)C. The yield is 0.460. The reactants are [Cl:1][C:2]1[C:11]([C:12]2[C:17]([F:18])=[CH:16][C:15]([F:19])=[CH:14][C:13]=2[F:20])=[C:10](Cl)[C:9]2[C:4](=[N:5][CH:6]=[CH:7][CH:8]=2)[N:3]=1.[CH:22]([NH2:25])([CH3:24])[CH3:23].C(N(C(C)C)C(C)C)C. The product is [Cl:1][C:2]1[C:11]([C:12]2[C:17]([F:18])=[CH:16][C:15]([F:19])=[CH:14][C:13]=2[F:20])=[C:10]([NH:25][CH:22]([CH3:24])[CH3:23])[C:9]2[C:4](=[N:5][CH:6]=[CH:7][CH:8]=2)[N:3]=1. (5) The reactants are [NH2:1][OH:2].[CH3:3]/[C:4](/[C:7]1[N:11]([C:12]2[CH:17]=[CH:16][C:15]([OH:18])=[CH:14][C:13]=2[F:19])[N:10]=[C:9]([CH3:20])[C:8]=1[C:21]#[N:22])=[CH:5]/[CH3:6].CC1SC=C(C)C=1C1N(C2C=CC(O)=CC=2F)N=C(C)C=1C#N. The catalyst is CO. The product is [CH3:3]/[C:4](/[C:7]1[N:11]([C:12]2[CH:17]=[CH:16][C:15]([OH:18])=[CH:14][C:13]=2[F:19])[N:10]=[C:9]([CH3:20])[C:8]=1[C:21](=[NH:22])[NH:1][OH:2])=[CH:5]/[CH3:6]. The yield is 0.460. (6) The reactants are Cl[C:2]1[CH:11]=[CH:10][C:9]2[C:4](=[C:5]([OH:12])[CH:6]=[CH:7][CH:8]=2)[N:3]=1.[NH:13]1[CH2:18][CH2:17][O:16][CH2:15][CH2:14]1. The catalyst is O. The product is [O:16]1[CH2:17][CH2:18][N:13]([C:2]2[CH:11]=[CH:10][C:9]3[C:4](=[C:5]([OH:12])[CH:6]=[CH:7][CH:8]=3)[N:3]=2)[CH2:14][CH2:15]1. The yield is 0.800. (7) The reactants are [NH2:1][C:2]1[CH:7]=[CH:6][C:5]([OH:8])=[C:4]([Cl:9])[CH:3]=1.C(=O)([O-])[O-].[K+].[K+].[CH2:16](Cl)[C:17]1[CH:22]=[CH:21][CH:20]=[CH:19][CH:18]=1.[OH-].[K+]. The catalyst is CC(C)=O.[Br-].C([N+](CCCC)(CCCC)CCCC)CCC. The product is [CH2:16]([O:8][C:5]1[CH:6]=[CH:7][C:2]([NH2:1])=[CH:3][C:4]=1[Cl:9])[C:17]1[CH:22]=[CH:21][CH:20]=[CH:19][CH:18]=1. The yield is 0.800.